From a dataset of Catalyst prediction with 721,799 reactions and 888 catalyst types from USPTO. Predict which catalyst facilitates the given reaction. (1) Reactant: [Cl:1][C:2]1[C:3]([C:9]2[N:14]=[C:13]([NH:15][CH2:16][CH:17]3[CH2:22][CH2:21][O:20][CH2:19][CH2:18]3)[C:12]([CH:23]3[CH2:25][CH2:24]3)=[N:11][CH:10]=2)=[CH:4][C:5](F)=[N:6][CH:7]=1.[NH2:26][CH:27]1[CH2:32][CH2:31][CH:30]([NH2:33])[CH2:29][CH2:28]1.C(N(CC)CC)C. Product: [Cl:1][C:2]1[C:3]([C:9]2[CH:10]=[N:11][C:12]([CH:23]3[CH2:25][CH2:24]3)=[C:13]([NH:15][CH2:16][CH:17]3[CH2:22][CH2:21][O:20][CH2:19][CH2:18]3)[N:14]=2)=[CH:4][C:5]([NH:26][C@H:27]2[CH2:32][CH2:31][C@H:30]([NH2:33])[CH2:29][CH2:28]2)=[N:6][CH:7]=1. The catalyst class is: 16. (2) Reactant: [O:1]=[C:2]1[C:7]2[CH:8]=[C:9]([C:11]3[CH:12]=[CH:13][CH:14]=[C:15]4[C:20]=3[N:19]=[C:18]([C:21]([O:23]C)=[O:22])[CH:17]=[CH:16]4)[NH:10][C:6]=2[CH2:5][CH2:4][NH:3]1.[OH-].[Na+]. Product: [O:1]=[C:2]1[C:7]2[CH:8]=[C:9]([C:11]3[CH:12]=[CH:13][CH:14]=[C:15]4[C:20]=3[N:19]=[C:18]([C:21]([OH:23])=[O:22])[CH:17]=[CH:16]4)[NH:10][C:6]=2[CH2:5][CH2:4][NH:3]1. The catalyst class is: 1.